From a dataset of Retrosynthesis with 50K atom-mapped reactions and 10 reaction types from USPTO. Predict the reactants needed to synthesize the given product. (1) Given the product O=C(OC1CC=CC1)c1ccccc1, predict the reactants needed to synthesize it. The reactants are: C=CCC(CC=C)OC(=O)c1ccccc1. (2) Given the product Cc1cccc2ccn(C(=O)OC(C)(C)C)c12, predict the reactants needed to synthesize it. The reactants are: CC(C)(C)OC(=O)OC(=O)OC(C)(C)C.Cc1cccc2cc[nH]c12.